The task is: Predict the reactants needed to synthesize the given product.. This data is from Full USPTO retrosynthesis dataset with 1.9M reactions from patents (1976-2016). (1) Given the product [F:1][C:2]1[CH:3]=[CH:4][C:5]([N:8]2[C:16]3[C:11](=[CH:12][C:13]([O:17][C@H:18]([C:22]4[CH:27]=[CH:26][CH:25]=[C:24]([O:28][CH3:29])[CH:23]=4)[C@@H:19]([NH:21][C:36]([C:35]4[S:34][CH:33]=[N:32][C:31]=4[CH3:30])=[O:37])[CH3:20])=[CH:14][CH:15]=3)[CH:10]=[N:9]2)=[CH:6][CH:7]=1, predict the reactants needed to synthesize it. The reactants are: [F:1][C:2]1[CH:7]=[CH:6][C:5]([N:8]2[C:16]3[C:11](=[CH:12][C:13]([O:17][C@H:18]([C:22]4[CH:27]=[CH:26][CH:25]=[C:24]([O:28][CH3:29])[CH:23]=4)[C@@H:19]([NH2:21])[CH3:20])=[CH:14][CH:15]=3)[CH:10]=[N:9]2)=[CH:4][CH:3]=1.[CH3:30][C:31]1[N:32]=[CH:33][S:34][C:35]=1[C:36](O)=[O:37]. (2) Given the product [NH2:1][C:2]1[CH:3]=[C:4]2[C:9](=[CH:10][CH:11]=1)[CH:8]=[C:7]([C:12]1[CH:17]=[CH:16][C:15]([O:18][CH2:20][CH2:21][O:22][CH2:23][CH2:24][O:25][CH2:26][CH2:27][OH:28])=[CH:14][CH:13]=1)[CH:6]=[CH:5]2, predict the reactants needed to synthesize it. The reactants are: [NH2:1][C:2]1[CH:3]=[C:4]2[C:9](=[CH:10][CH:11]=1)[CH:8]=[C:7]([C:12]1[CH:17]=[CH:16][C:15]([OH:18])=[CH:14][CH:13]=1)[CH:6]=[CH:5]2.Cl[CH2:20][CH2:21][O:22][CH2:23][CH2:24][O:25][CH2:26][CH2:27][OH:28].C(=O)([O-])[O-].[K+].[K+].CN(C=O)C. (3) The reactants are: [NH2:1][C:2]1[CH:7]=[C:6]([C:8]2[N:9]=[C:10]([N:21]3[CH2:26][CH2:25][N:24]([C:27]([O:29][CH2:30][C:31]4[CH:36]=[CH:35][CH:34]=[CH:33][CH:32]=4)=[O:28])[CH2:23][CH2:22]3)[C:11]3[C:17]([CH:18]4[CH2:20][CH2:19]4)=[CH:16][N:15]=[CH:14][C:12]=3[N:13]=2)[CH:5]=[CH:4][N:3]=1.Br[C:38]1[CH:43]=[CH:42][C:41]([CH:44]2[CH2:47][O:46][CH2:45]2)=[CH:40][CH:39]=1.CC1(C)C2C(=C(P(C3C=CC=CC=3)C3C=CC=CC=3)C=CC=2)OC2C(P(C3C=CC=CC=3)C3C=CC=CC=3)=CC=CC1=2.C(=O)([O-])[O-].[Cs+].[Cs+]. Given the product [CH:18]1([C:17]2[C:11]3[C:10]([N:21]4[CH2:26][CH2:25][N:24]([C:27]([O:29][CH2:30][C:31]5[CH:36]=[CH:35][CH:34]=[CH:33][CH:32]=5)=[O:28])[CH2:23][CH2:22]4)=[N:9][C:8]([C:6]4[CH:5]=[CH:4][N:3]=[C:2]([NH:1][C:38]5[CH:43]=[CH:42][C:41]([CH:44]6[CH2:47][O:46][CH2:45]6)=[CH:40][CH:39]=5)[CH:7]=4)=[N:13][C:12]=3[CH:14]=[N:15][CH:16]=2)[CH2:19][CH2:20]1, predict the reactants needed to synthesize it. (4) Given the product [C:1]([C:4]1[N:5]=[CH:6][N:7]2[C:12](=[O:13])[N:11]([CH2:14][C:15]([OH:17])=[O:16])[N:10]=[N:9][C:8]=12)(=[O:3])[NH2:2], predict the reactants needed to synthesize it. The reactants are: [C:1]([C:4]1[N:5]=[CH:6][N:7]2[C:12](=[O:13])[N:11]([CH2:14][C:15]([O:17]CC)=[O:16])[N:10]=[N:9][C:8]=12)(=[O:3])[NH2:2].